From a dataset of Forward reaction prediction with 1.9M reactions from USPTO patents (1976-2016). Predict the product of the given reaction. (1) Given the reactants [C:1]1([CH3:18])[CH:6]=[CH:5][C:4]([S:7]([NH:10][C@@H:11]2[CH2:16][CH2:15][CH2:14][CH2:13][C@H:12]2[NH2:17])(=[O:9])=[O:8])=[CH:3][CH:2]=1.[OH-].[Na+].[C:21]([O:25][C:26](O[C:26]([O:25][C:21]([CH3:24])([CH3:23])[CH3:22])=[O:27])=[O:27])([CH3:24])([CH3:23])[CH3:22], predict the reaction product. The product is: [C:1]1([CH3:18])[CH:2]=[CH:3][C:4]([S:7]([NH:10][C@@H:11]2[CH2:16][CH2:15][CH2:14][CH2:13][C@H:12]2[NH:17][C:26]([O:25][C:21]([CH3:24])([CH3:23])[CH3:22])=[O:27])(=[O:8])=[O:9])=[CH:5][CH:6]=1. (2) The product is: [Br:18][C:6]1[C:14]([C:15]#[N:16])=[C:10]2[N:11]=[CH:12][S:13][C:9]2=[CH:8][CH:7]=1. Given the reactants N([O-])=O.[Na+].N[C:6]1[C:14]([C:15]#[N:16])=[C:10]2[N:11]=[CH:12][S:13][C:9]2=[CH:8][CH:7]=1.N.[BrH:18], predict the reaction product. (3) Given the reactants [CH2:1]=[CH:2][CH2:3]/[CH:4]=[CH:5]\[CH2:6]/[CH:7]=[CH:8]\[CH2:9][CH2:10][CH2:11][CH2:12][CH2:13][CH2:14][CH2:15][C:16]1[CH:21]=[C:20](O)[CH:19]=[CH:18][CH:17]=1.[Al+3].[Cl-].[Cl-].[Cl-].[C:27](Cl)([CH3:30])([CH3:29])[CH3:28].[OH2:32], predict the reaction product. The product is: [C:27]([CH:14]([CH2:13][CH2:12][CH2:11][CH2:10][CH2:9][CH2:8][CH2:7][CH2:6][CH2:5][CH2:4][CH2:3][CH2:2][CH3:1])[CH2:15][C:16]1[CH:21]=[CH:20][CH:19]=[CH:18][C:17]=1[OH:32])([CH3:30])([CH3:29])[CH3:28]. (4) Given the reactants [CH3:1][C:2]1[CH:11]=[C:10]([N:12]2[CH2:16][CH2:15][CH2:14][CH2:13]2)[C:9]2[C:4](=[CH:5][C:6]([OH:17])=[CH:7][CH:8]=2)[N:3]=1.[CH2:18](Br)[CH:19]1[O:23][CH2:22][CH2:21][CH2:20]1, predict the reaction product. The product is: [CH3:1][C:2]1[CH:11]=[C:10]([N:12]2[CH2:16][CH2:15][CH2:14][CH2:13]2)[C:9]2[C:4](=[CH:5][C:6]([O:17][CH2:18][CH:19]3[CH2:20][CH2:21][CH2:22][O:23]3)=[CH:7][CH:8]=2)[N:3]=1.